This data is from Full USPTO retrosynthesis dataset with 1.9M reactions from patents (1976-2016). The task is: Predict the reactants needed to synthesize the given product. (1) Given the product [CH3:31][O:30][C:28]1[C:27]([S:32][CH2:2][C:3]2[CH:4]=[C:5]([C:9]3[CH:14]=[CH:13][C:12]([C:15]([F:18])([F:17])[F:16])=[CH:11][CH:10]=3)[CH:6]=[CH:7][CH:8]=2)=[CH:26][C:25]([CH3:33])=[C:24]([CH:29]=1)[O:23][CH2:22][C:21]([OH:34])=[O:20], predict the reactants needed to synthesize it. The reactants are: Cl[CH2:2][C:3]1[CH:4]=[C:5]([C:9]2[CH:14]=[CH:13][C:12]([C:15]([F:18])([F:17])[F:16])=[CH:11][CH:10]=2)[CH:6]=[CH:7][CH:8]=1.C[O:20][C:21](=[O:34])[CH2:22][O:23][C:24]1[CH:29]=[C:28]([O:30][CH3:31])[C:27]([SH:32])=[CH:26][C:25]=1[CH3:33]. (2) The reactants are: [Cl:1][C:2]1[N:3]=[C:4]([NH:15][C:16]2[C:17]([CH3:25])=[N:18][C:19]([O:23][CH3:24])=[C:20]([CH3:22])[CH:21]=2)[C:5](=[O:14])[N:6]([CH2:8][C@H:9](C2CC2)[OH:10])[CH:7]=1.[H-].[Na+].[C:28]1([N:34]=[C:35]=[O:36])[CH:33]=[CH:32][CH:31]=[CH:30][CH:29]=1.[CH2:37]1[CH2:41]OC[CH2:38]1. Given the product [C:28]1([NH:34][C:35](=[O:36])[O:10][CH2:9][C@@H:8]([N:6]2[CH:7]=[C:2]([Cl:1])[N:3]=[C:4]([NH:15][C:16]3[C:17]([CH3:25])=[N:18][C:19]([O:23][CH3:24])=[C:20]([CH3:22])[CH:21]=3)[C:5]2=[O:14])[CH:38]2[CH2:37][CH2:41]2)[CH:33]=[CH:32][CH:31]=[CH:30][CH:29]=1, predict the reactants needed to synthesize it. (3) Given the product [F:1][CH2:2][C@@:3]1([C:47]([OH:49])=[O:48])[CH2:8][CH2:7][C:6]([C:9]2[C:10]([CH3:46])([CH3:45])[C@H:11]3[C@:24]([CH3:27])([CH2:25][CH:26]=2)[C@@H:23]2[C@:14]([CH3:44])([C@@:15]4([CH3:43])[C@H:20]([CH2:21][CH2:22]2)[C@H:19]2[C@H:28]([C:31]([CH3:33])=[CH2:32])[CH2:29][CH2:30][C@:18]2([NH:34][CH2:35][CH2:36][CH:37]2[CH2:42][CH2:41][O:40][CH2:39][CH2:38]2)[CH2:17][CH2:16]4)[CH2:13][CH2:12]3)=[CH:5][CH2:4]1, predict the reactants needed to synthesize it. The reactants are: [F:1][CH2:2][C@@:3]1([C:47]([O:49]CC2C=CC=CC=2)=[O:48])[CH2:8][CH2:7][C:6]([C:9]2[C:10]([CH3:46])([CH3:45])[C@H:11]3[C@:24]([CH3:27])([CH2:25][CH:26]=2)[C@@H:23]2[C@:14]([CH3:44])([C@@:15]4([CH3:43])[C@H:20]([CH2:21][CH2:22]2)[C@H:19]2[C@H:28]([C:31]([CH3:33])=[CH2:32])[CH2:29][CH2:30][C@:18]2([NH:34][CH2:35][CH2:36][CH:37]2[CH2:42][CH2:41][O:40][CH2:39][CH2:38]2)[CH2:17][CH2:16]4)[CH2:13][CH2:12]3)=[CH:5][CH2:4]1.[OH-].[Na+]. (4) Given the product [NH:18]1[C:26]2[C:21](=[CH:22][CH:23]=[C:24]([C:27]([N:30]3[CH2:34][CH2:33][C@@H:32]([NH:35][C:36](=[O:42])[O:37][C:38]([CH3:40])([CH3:39])[CH3:41])[CH2:31]3)=[O:29])[CH:25]=2)[CH:20]=[CH:19]1, predict the reactants needed to synthesize it. The reactants are: ON1C2N=CC=CC=2N=N1.C(N(CC)CC)C.[NH:18]1[C:26]2[C:21](=[CH:22][CH:23]=[C:24]([C:27]([OH:29])=O)[CH:25]=2)[CH:20]=[CH:19]1.[NH:30]1[CH2:34][CH2:33][C@@H:32]([NH:35][C:36](=[O:42])[O:37][C:38]([CH3:41])([CH3:40])[CH3:39])[CH2:31]1. (5) Given the product [N:23]1[CH:28]=[CH:27][CH:26]=[C:25]([CH2:29][CH2:30][CH:31]=[O:32])[CH:24]=1, predict the reactants needed to synthesize it. The reactants are: CC(OI1(OC(C)=O)(OC(C)=O)OC(=O)C2C1=CC=CC=2)=O.[N:23]1[CH:28]=[CH:27][CH:26]=[C:25]([CH2:29][CH2:30][CH2:31][OH:32])[CH:24]=1.